This data is from Full USPTO retrosynthesis dataset with 1.9M reactions from patents (1976-2016). The task is: Predict the reactants needed to synthesize the given product. (1) Given the product [NH2:21][C:4]1[CH:3]=[C:2]([Cl:1])[CH:20]=[CH:19][C:5]=1[O:6][C:7]1[CH:18]=[CH:17][C:10]([C:11]([NH:13][CH2:14][CH2:15][CH3:16])=[O:12])=[CH:9][CH:8]=1, predict the reactants needed to synthesize it. The reactants are: [Cl:1][C:2]1[CH:20]=[CH:19][C:5]([O:6][C:7]2[CH:18]=[CH:17][C:10]([C:11]([NH:13][CH2:14][CH2:15][CH3:16])=[O:12])=[CH:9][CH:8]=2)=[C:4]([N+:21]([O-])=O)[CH:3]=1.Cl[Sn]Cl. (2) The reactants are: [N+:1]1([O-])[CH:6]=[CH:5][CH:4]=[C:3]([CH3:7])[CH:2]=1.C(I)C.[C-:12]#[N:13].[Na+]. Given the product [CH3:7][C:3]1[CH:2]=[N:1][CH:6]=[CH:5][C:4]=1[C:12]#[N:13], predict the reactants needed to synthesize it. (3) Given the product [Br:18][C:19]1[CH:20]=[C:21]2[C:9]([C:5]3[CH:6]=[CH:7][CH:8]=[C:3]([O:2][CH3:1])[CH:4]=3)=[C:10]([C:12]3[CH:17]=[CH:16][CH:15]=[CH:14][CH:13]=3)[NH:25][C:22]2=[N:23][CH:24]=1, predict the reactants needed to synthesize it. The reactants are: [CH3:1][O:2][C:3]1[CH:4]=[C:5]([CH2:9][C:10]([C:12]2[CH:17]=[CH:16][CH:15]=[CH:14][CH:13]=2)=O)[CH:6]=[CH:7][CH:8]=1.[Br:18][C:19]1[CH:20]=[CH:21][C:22]([NH:25]N)=[N:23][CH:24]=1. (4) The reactants are: [NH2:1][C:2]1[CH:36]=[CH:35][C:5]([O:6][C:7]2[CH:12]=[CH:11][N:10]=[C:9]3[CH:13]=[C:14]([C:16]4[N:21]=[CH:20][C:19]([CH2:22][N:23]([CH2:31][CH2:32][O:33][CH3:34])[C:24](=[O:30])[O:25][C:26]([CH3:29])([CH3:28])[CH3:27])=[CH:18][CH:17]=4)[S:15][C:8]=23)=[CH:4][C:3]=1[F:37].C(N(CC)CC)C.Cl[C:46]([C:48]1([C:51]([OH:53])=O)[CH2:50][CH2:49]1)=[O:47].C(N(C(C)C)CC)(C)C.[F:63][C:64]1[CH:70]=[CH:69][C:67]([NH2:68])=[CH:66][CH:65]=1.CN(C(ON1N=NC2C=CC=NC1=2)=[N+](C)C)C.F[P-](F)(F)(F)(F)F. Given the product [F:37][C:3]1[CH:4]=[C:5]([CH:35]=[CH:36][C:2]=1[NH:1][C:46]([C:48]1([C:51](=[O:53])[NH:68][C:67]2[CH:69]=[CH:70][C:64]([F:63])=[CH:65][CH:66]=2)[CH2:50][CH2:49]1)=[O:47])[O:6][C:7]1[CH:12]=[CH:11][N:10]=[C:9]2[CH:13]=[C:14]([C:16]3[N:21]=[CH:20][C:19]([CH2:22][N:23]([CH2:31][CH2:32][O:33][CH3:34])[C:24](=[O:30])[O:25][C:26]([CH3:29])([CH3:28])[CH3:27])=[CH:18][CH:17]=3)[S:15][C:8]=12, predict the reactants needed to synthesize it. (5) Given the product [NH2:1][C:2]1[N:3]=[CH:4][C:5]([C:8]([F:13])([F:12])[C:9]([NH:15][CH2:16][C:17]2[CH:18]=[C:19]3[C:23](=[CH:24][CH:25]=2)[C:22](=[O:26])[N:21]([CH:27]2[CH2:32][CH2:31][C:30](=[O:33])[NH:29][C:28]2=[O:34])[CH2:20]3)=[O:11])=[CH:6][N:7]=1, predict the reactants needed to synthesize it. The reactants are: [NH2:1][C:2]1[N:7]=[CH:6][C:5]([C:8]([F:13])([F:12])[C:9]([OH:11])=O)=[CH:4][N:3]=1.Cl.[NH2:15][CH2:16][C:17]1[CH:18]=[C:19]2[C:23](=[CH:24][CH:25]=1)[C:22](=[O:26])[N:21]([CH:27]1[CH2:32][CH2:31][C:30](=[O:33])[NH:29][C:28]1=[O:34])[CH2:20]2.C(N(CC)C(C)C)(C)C.F[P-](F)(F)(F)(F)F.CN(C(N(C)C)=[N+]1C2C(=NC=CC=2)[N+]([O-])=N1)C. (6) Given the product [Cl:13][C:10]1[C:9]2[C:4](=[CH:5][C:6]([F:15])=[CH:7][C:8]=2[F:14])[N:3]=[C:2]([C:19]2[CH:20]=[CH:21][CH:22]=[CH:23][C:18]=2[S:17][CH3:16])[C:11]=1[CH3:12], predict the reactants needed to synthesize it. The reactants are: Cl[C:2]1[C:11]([CH3:12])=[C:10]([Cl:13])[C:9]2[C:4](=[CH:5][C:6]([F:15])=[CH:7][C:8]=2[F:14])[N:3]=1.[CH3:16][S:17][C:18]1[CH:23]=[CH:22][CH:21]=[CH:20][C:19]=1B(O)O.C(=O)([O-])[O-].[Na+].[Na+].C(#N)C.